This data is from Experimentally validated miRNA-target interactions with 360,000+ pairs, plus equal number of negative samples. The task is: Binary Classification. Given a miRNA mature sequence and a target amino acid sequence, predict their likelihood of interaction. The miRNA is hsa-miR-26b-5p with sequence UUCAAGUAAUUCAGGAUAGGU. The protein sequence of the target gene is MPVIPALWEVEMGRSQGQEIETILANRSHSDSTPLPNFLSGSHRPECCTCRLLTASGAQDSLPFGRRLYSGPWRSCEEVCHVSVLSVLSTSCGLSLSLPIFPGWMEWLSPDIALPRRDEWTQTSPARKRITHAKVQGAGQLRLSIDAQDRVLLLHIIEGKGLISKQPGTCDPYVKISLIPEDSRLRHQKTQTVPDCRDPAFHEHFFFPVQEEDDQKRLLVTVWNRASQSRQSGLIGCMSFGVKSLLTPDKEISGWYYLLGEHLGRTKHLKVARRRLRPLRDPLLRMPGGGDTENGKKLKI.... Result: 1 (interaction).